This data is from Reaction yield outcomes from USPTO patents with 853,638 reactions. The task is: Predict the reaction yield, written as a fraction of the theoretical maximum amount of product (1.0 means a 100% yield; for example, 0.34 means a 34% yield). (1) The reactants are C([O-])([O-])=O.[Cs+].[Cs+].[Cl:7][C:8]1[CH:13]=[CH:12][C:11]([C:14]2[C:18]3[CH2:19][N:20]([C:23](=[O:25])[CH3:24])[CH2:21][CH2:22][C:17]=3[NH:16][N:15]=2)=[CH:10][CH:9]=1.Br[CH2:27][CH2:28][CH2:29][Cl:30].O. The catalyst is CN(C=O)C. The product is [Cl:7][C:8]1[CH:9]=[CH:10][C:11]([C:14]2[C:18]3[CH2:19][N:20]([C:23](=[O:25])[CH3:24])[CH2:21][CH2:22][C:17]=3[N:16]([CH2:27][CH2:28][CH2:29][Cl:30])[N:15]=2)=[CH:12][CH:13]=1. The yield is 0.830. (2) The reactants are Br[C:2]1[CH:7]=[C:6]([Br:8])[CH:5]=[CH:4][C:3]=1[NH:9][C:10]([C@@H:12]1[CH2:16][C@H:15]([CH3:17])[CH2:14][N:13]1[C:18]([O:20][C:21]([CH3:24])([CH3:23])[CH3:22])=[O:19])=[O:11].CNCCNC.C([O-])([O-])=O.[K+].[K+]. The catalyst is C1(C)C=CC=CC=1.[Cu]I. The product is [Br:8][C:6]1[CH:5]=[CH:4][C:3]2[N:9]=[C:10]([C@@H:12]3[CH2:16][C@H:15]([CH3:17])[CH2:14][N:13]3[C:18]([O:20][C:21]([CH3:24])([CH3:23])[CH3:22])=[O:19])[O:11][C:2]=2[CH:7]=1. The yield is 0.590. (3) The reactants are Br[C:2]1[C:10]2[O:9][CH2:8][CH:7]([C:11]3[CH:16]=[CH:15][C:14]([CH:17]([CH3:19])[CH3:18])=[CH:13][CH:12]=3)[C:6]=2[C:5]([CH3:20])=[C:4]([NH:21][C:22](=[O:28])[CH2:23][C:24]([CH3:27])([CH3:26])[CH3:25])[C:3]=1[CH3:29].[CH3:30][C:31]1[CH:36]=[CH:35][C:34](B(O)O)=[CH:33][CH:32]=1. No catalyst specified. The product is [CH3:30][C:31]1[CH:36]=[CH:35][C:34]([C:2]2[C:10]3[O:9][CH2:8][CH:7]([C:11]4[CH:16]=[CH:15][C:14]([CH:17]([CH3:18])[CH3:19])=[CH:13][CH:12]=4)[C:6]=3[C:5]([CH3:20])=[C:4]([NH:21][C:22](=[O:28])[CH2:23][C:24]([CH3:26])([CH3:25])[CH3:27])[C:3]=2[CH3:29])=[CH:33][CH:32]=1. The yield is 0.680. (4) The reactants are [NH2:1][C:2]1[CH:9]=[CH:8][C:5]([C:6]#[N:7])=[C:4]([CH3:10])[N:3]=1.[C:11](N1C=CC=CC1=O)(N1C=CC=CC1=O)=[S:12]. The catalyst is ClCCl. The product is [N:1]([C:2]1[CH:9]=[CH:8][C:5]([C:6]#[N:7])=[C:4]([CH3:10])[N:3]=1)=[C:11]=[S:12]. The yield is 0.960.